This data is from Peptide-MHC class I binding affinity with 185,985 pairs from IEDB/IMGT. The task is: Regression. Given a peptide amino acid sequence and an MHC pseudo amino acid sequence, predict their binding affinity value. This is MHC class I binding data. (1) The peptide sequence is TTFPVNGGY. The binding affinity (normalized) is 0.0847. The MHC is HLA-B07:02 with pseudo-sequence HLA-B07:02. (2) The binding affinity (normalized) is 0.0847. The peptide sequence is YQRRRRFAI. The MHC is HLA-B44:02 with pseudo-sequence HLA-B44:02. (3) The peptide sequence is TQLFKYVPSA. The MHC is HLA-A02:03 with pseudo-sequence HLA-A02:03. The binding affinity (normalized) is 0. (4) The peptide sequence is SVQQGIVRQ. The MHC is HLA-A11:01 with pseudo-sequence HLA-A11:01. The binding affinity (normalized) is 0. (5) The peptide sequence is IIRTENRPL. The MHC is HLA-A02:16 with pseudo-sequence HLA-A02:16. The binding affinity (normalized) is 0.0847. (6) The binding affinity (normalized) is 0.0847. The MHC is HLA-A11:01 with pseudo-sequence HLA-A11:01. The peptide sequence is PMQQLTQPL. (7) The binding affinity (normalized) is 0.0847. The peptide sequence is RVRGAVTGM. The MHC is HLA-B08:01 with pseudo-sequence HLA-B08:01. (8) The peptide sequence is YTAVVPLVW. The MHC is HLA-B58:01 with pseudo-sequence HLA-B58:01. The binding affinity (normalized) is 1.00. (9) The peptide sequence is KTIQGGLGW. The MHC is HLA-B15:01 with pseudo-sequence HLA-B15:01. The binding affinity (normalized) is 0.495.